Task: Predict the reaction yield, written as a fraction of the theoretical maximum amount of product (1.0 means a 100% yield; for example, 0.34 means a 34% yield).. Dataset: Reaction yield outcomes from USPTO patents with 853,638 reactions (1) The reactants are [CH2:1]([O:3][C:4]([C:6]1[C:7]([OH:16])=[CH:8][C:9](=[O:15])[N:10]2[C:14]=1[CH2:13][CH2:12][CH2:11]2)=[O:5])[CH3:2].[H-].[Na+].IC.[CH3:21]COC(C)=O. The catalyst is C1COCC1. The product is [CH2:1]([O:3][C:4]([C:6]1[C:7]([OH:16])=[C:8]([CH3:21])[C:9](=[O:15])[N:10]2[C:14]=1[CH2:13][CH2:12][CH2:11]2)=[O:5])[CH3:2]. The yield is 0.380. (2) The reactants are Br[C:2]1[N:3]=[C:4]2[N:10]=[CH:9][NH:8][C:5]2=[N:6][CH:7]=1.[CH:11]1([C:15]2[CH:20]=[CH:19][C:18](B(O)O)=[C:17]([F:24])[C:16]=2[O:25][CH3:26])[CH2:14][CH2:13][CH2:12]1.C(=O)(O)[O-].[Na+]. The catalyst is C(#N)C. The product is [CH:11]1([C:15]2[CH:20]=[CH:19][C:18]([C:2]3[N:3]=[C:4]4[N:10]=[CH:9][NH:8][C:5]4=[N:6][CH:7]=3)=[C:17]([F:24])[C:16]=2[O:25][CH3:26])[CH2:12][CH2:13][CH2:14]1. The yield is 0.400. (3) The reactants are C[Sn]([C:5]1[C:13]2[C:8](=[CH:9][CH:10]=[C:11]([C:14]#[N:15])[CH:12]=2)[N:7](C2CCCCO2)[N:6]=1)(C)C.Br[C:23]1[CH:24]=[N:25][C:26]2[C:31]([CH:32]=1)=[CH:30][CH:29]=[CH:28][CH:27]=2.Cl.C(=O)([O-])[O-:35].[K+].[K+]. The catalyst is CN(C)C=O.O.CO.C1C=CC([P]([Pd]([P](C2C=CC=CC=2)(C2C=CC=CC=2)C2C=CC=CC=2)([P](C2C=CC=CC=2)(C2C=CC=CC=2)C2C=CC=CC=2)[P](C2C=CC=CC=2)(C2C=CC=CC=2)C2C=CC=CC=2)(C2C=CC=CC=2)C2C=CC=CC=2)=CC=1. The product is [N:25]1[C:26]2[C:31](=[CH:30][CH:29]=[CH:28][CH:27]=2)[CH:32]=[C:23]([C:5]2[C:13]3[C:8](=[CH:9][CH:10]=[C:11]([C:14]([NH2:15])=[O:35])[CH:12]=3)[NH:7][N:6]=2)[CH:24]=1. The yield is 0.410. (4) The reactants are [C:1]([O:4][CH2:5][C:6]1[C:11]([F:12])=[CH:10][C:9](N)=[CH:8][C:7]=1[Cl:14])(=[O:3])[CH3:2].[N:15]([O-])=O.[Na+].[O-:19][S:20]([O-:22])=O.[Na+].[Na+]. The catalyst is CN(C=O)C.Cl. The product is [C:1]([O:4][CH2:5][C:6]1[C:11]([F:12])=[CH:10][C:9]([S:20](=[O:22])(=[O:19])[NH2:15])=[CH:8][C:7]=1[Cl:14])(=[O:3])[CH3:2]. The yield is 0.150.